This data is from Full USPTO retrosynthesis dataset with 1.9M reactions from patents (1976-2016). The task is: Predict the reactants needed to synthesize the given product. (1) Given the product [N+:6]([C:19]1[CH:20]=[CH:21][C:14]2[CH2:13][CH2:12][C:11](=[O:10])[CH2:17][CH2:16][C:15]=2[CH:18]=1)([O-:9])=[O:7], predict the reactants needed to synthesize it. The reactants are: S(=O)(=O)(O)O.[N+:6]([O-:9])(O)=[O:7].[O:10]=[C:11]1[CH2:17][CH2:16][C:15]2[CH:18]=[CH:19][CH:20]=[CH:21][C:14]=2[CH2:13][CH2:12]1. (2) Given the product [C:22]([C:20]1[C:19](=[O:24])[C@@H:18]([CH3:25])[C@@H:6]2[CH2:7][CH2:8][C:9]3[C:10]([C:12]4[CH:13]=[N:14][N:15]([C:42]([O:44][CH3:45])=[O:43])[CH:16]=4)=[N:11][C:2]([CH3:1])=[N:3][C:4]=3[C@@:5]2([C:26]2[CH:31]=[CH:30][CH:29]=[CH:28][CH:27]=2)[CH:21]=1)#[N:23], predict the reactants needed to synthesize it. The reactants are: [CH3:1][C:2]1[N:11]=[C:10]([C:12]2[CH:13]=[N:14][N:15](C)[CH:16]=2)[C:9]2[CH2:8][CH2:7][C@H:6]3[C@H:18]([CH3:25])[C:19](=[O:24])[C:20]([C:22]#[N:23])=[CH:21][C@:5]3([C:26]3[CH:31]=[CH:30][CH:29]=[CH:28][CH:27]=3)[C:4]=2[N:3]=1.C(N(C(C)C)CC)(C)C.Cl[C:42]([O:44][CH3:45])=[O:43]. (3) Given the product [Cl:1][C:2]1[CH:3]=[C:4]2[C:9](=[CH:10][C:11]=1[O:12][C:13]1[CH:18]=[CH:17][C:16]([C:19](=[O:34])[NH:20][CH2:21][CH2:22][C:23]3[CH:28]=[CH:27][C:26]([S:29][C:30]([F:31])([F:33])[F:32])=[CH:25][CH:24]=3)=[CH:15][CH:14]=1)[O:8][CH2:7][CH2:6][CH:5]2[C:35]([O-:37])=[O:36].[Na+:40], predict the reactants needed to synthesize it. The reactants are: [Cl:1][C:2]1[CH:3]=[C:4]2[C:9](=[CH:10][C:11]=1[O:12][C:13]1[CH:18]=[CH:17][C:16]([C:19](=[O:34])[NH:20][CH2:21][CH2:22][C:23]3[CH:28]=[CH:27][C:26]([S:29][C:30]([F:33])([F:32])[F:31])=[CH:25][CH:24]=3)=[CH:15][CH:14]=1)[O:8][CH2:7][CH2:6][CH:5]2[C:35]([OH:37])=[O:36].C[O-].[Na+:40]. (4) The reactants are: [CH:1]([C:3]1[CH:4]=[CH:5][C:6]([N+:26]([O-])=O)=[C:7]([NH:9][CH:10]2[CH2:15][CH2:14][N:13]([C@H:16]3[CH2:21][CH2:20][C@H:19]([O:22][CH2:23][CH2:24][CH3:25])[CH2:18][CH2:17]3)[CH2:12][CH2:11]2)[CH:8]=1)=[CH2:2].C([O-])=O.[NH4+]. Given the product [CH2:1]([C:3]1[CH:8]=[C:7]([NH:9][CH:10]2[CH2:15][CH2:14][N:13]([C@H:16]3[CH2:21][CH2:20][C@H:19]([O:22][CH2:23][CH2:24][CH3:25])[CH2:18][CH2:17]3)[CH2:12][CH2:11]2)[C:6]([NH2:26])=[CH:5][CH:4]=1)[CH3:2], predict the reactants needed to synthesize it. (5) Given the product [F:1][C:2]1[CH:10]=[C:9]2[C:5]([C:6]([C:22]#[N:21])=[C:7]([C:11]3[CH:12]=[N:13][CH:14]=[CH:15][CH:16]=3)[NH:8]2)=[CH:4][CH:3]=1, predict the reactants needed to synthesize it. The reactants are: [F:1][C:2]1[CH:10]=[C:9]2[C:5]([CH:6]=[C:7]([C:11]3[CH:12]=[N:13][CH:14]=[CH:15][CH:16]=3)[NH:8]2)=[CH:4][CH:3]=1.ClS([N:21]=[C:22]=O)(=O)=O.CN(C=O)C. (6) Given the product [CH2:24]([CH:20]1[CH2:19][CH2:34][CH:30]2[CH:22]([CH2:23][CH2:18][C:32](=[O:33])[CH2:31]2)[CH2:21]1)[CH2:25][CH3:26], predict the reactants needed to synthesize it. The reactants are: [Cl-].COC[P+]([C:18]1[CH:23]=[CH:22][CH:21]=[CH:20][CH:19]=1)([C:18]1[CH:23]=[CH:22][CH:21]=[CH:20][CH:19]=1)[C:18]1[CH:23]=[CH:22][CH:21]=[CH:20][CH:19]=1.[CH3:24][C:25]([O-])(C)[CH3:26].[K+].[CH2:30]1[CH2:34][O:33][CH2:32][CH2:31]1. (7) Given the product [CH2:9]([O:8][C:6](=[O:7])[C:5]([CH2:13][CH:14]1[CH2:15][CH2:16][CH2:17][CH2:18][CH2:19]1)([CH2:11][O:12][S:29]([CH3:28])(=[O:31])=[O:30])[C:4]([O:3][CH2:1][CH3:2])=[O:20])[CH3:10], predict the reactants needed to synthesize it. The reactants are: [CH2:1]([O:3][C:4](=[O:20])[C:5]([CH2:13][CH:14]1[CH2:19][CH2:18][CH2:17][CH2:16][CH2:15]1)([CH2:11][OH:12])[C:6]([O:8][CH2:9][CH3:10])=[O:7])[CH3:2].C(N(CC)CC)C.[CH3:28][S:29](Cl)(=[O:31])=[O:30].Cl. (8) Given the product [CH3:1][O:2][C:3]1[CH:4]=[C:5]2[C:10](=[CH:11][CH:12]=1)[N:9]=[CH:8][CH:7]=[C:6]2[O:13][CH2:14][C@H:15]1[CH2:20][CH2:19][C@H:18]([NH2:21])[CH2:17][CH2:16]1, predict the reactants needed to synthesize it. The reactants are: [CH3:1][O:2][C:3]1[CH:4]=[C:5]2[C:10](=[CH:11][CH:12]=1)[N:9]=[CH:8][CH:7]=[C:6]2[O:13][CH2:14][CH:15]1[CH2:20][CH2:19][CH:18]([NH:21]C(=O)OC(C)(C)C)[CH2:17][CH2:16]1.C(O)(C(F)(F)F)=O.